This data is from TCR-epitope binding with 47,182 pairs between 192 epitopes and 23,139 TCRs. The task is: Binary Classification. Given a T-cell receptor sequence (or CDR3 region) and an epitope sequence, predict whether binding occurs between them. (1) The epitope is LEPLVDLPI. The TCR CDR3 sequence is CASSRTASWHEKLFF. Result: 1 (the TCR binds to the epitope). (2) The epitope is LLWNGPMAV. The TCR CDR3 sequence is CATSSASSYEQYF. Result: 1 (the TCR binds to the epitope). (3) The epitope is FLNGSCGSV. The TCR CDR3 sequence is CASSSTGWSTDTQYF. Result: 1 (the TCR binds to the epitope). (4) The TCR CDR3 sequence is CASSLGGYQETQYF. The epitope is YLNTLTLAV. Result: 1 (the TCR binds to the epitope). (5) Result: 0 (the TCR does not bind to the epitope). The TCR CDR3 sequence is CASRETGWGNQPQHF. The epitope is RIFTIGTVTLK. (6) The epitope is WICLLQFAY. The TCR CDR3 sequence is CASSETSGSVYEQYF. Result: 1 (the TCR binds to the epitope). (7) The epitope is ILGLPTQTV. The TCR CDR3 sequence is CASSPGLEGAYEQYF. Result: 1 (the TCR binds to the epitope). (8) The epitope is VVYRGTTTY. The TCR CDR3 sequence is CASSQEESRGDIQYF. Result: 1 (the TCR binds to the epitope). (9) The epitope is FLASKIGRLV. The TCR CDR3 sequence is CASSLESYYGYTF. Result: 0 (the TCR does not bind to the epitope). (10) The epitope is IVTDFSVIK. The TCR CDR3 sequence is CASSSPSALSYEQYF. Result: 1 (the TCR binds to the epitope).